From a dataset of Forward reaction prediction with 1.9M reactions from USPTO patents (1976-2016). Predict the product of the given reaction. (1) Given the reactants [C:1]([CH2:4][C:5]1[CH:39]=[CH:38][C:8]([CH2:9][CH2:10][CH2:11][NH:12][C:13]2[CH:18]=[C:17]([O:19][CH3:20])[CH:16]=[CH:15][C:14]=2[C@@H:21]2[CH2:30][CH2:29][C:28]3[CH:27]=[C:26]([O:31]C(=O)C(C)(C)C)[CH:25]=[CH:24][C:23]=3[CH2:22]2)=[CH:7][CH:6]=1)(O)=O.[CH2:40]([NH:42][CH2:43][CH3:44])[CH3:41], predict the reaction product. The product is: [CH2:40]([N:42]([CH2:43][CH3:44])[CH2:1][CH2:4][C:5]1[CH:39]=[CH:38][C:8]([CH2:9][CH2:10][CH2:11][NH:12][C:13]2[CH:18]=[C:17]([O:19][CH3:20])[CH:16]=[CH:15][C:14]=2[C@@H:21]2[CH2:30][CH2:29][C:24]3[CH:25]=[C:26]([OH:31])[CH:27]=[CH:28][C:23]=3[CH2:22]2)=[CH:7][CH:6]=1)[CH3:41]. (2) Given the reactants [NH:1]1[CH2:5][CH2:4][C@H:3]([NH:6][C:7](=[O:13])[O:8][C:9]([CH3:12])([CH3:11])[CH3:10])[CH2:2]1.[F:14][C:15]([F:25])([F:24])[C:16]1[CH:17]=[C:18]([CH:21]=[CH:22][CH:23]=1)[CH:19]=O.C(O[BH-](OC(=O)C)OC(=O)C)(=O)C.[Na+], predict the reaction product. The product is: [F:14][C:15]([F:24])([F:25])[C:16]1[CH:17]=[C:18]([CH:21]=[CH:22][CH:23]=1)[CH2:19][N:1]1[CH2:5][CH2:4][C@H:3]([NH:6][C:7](=[O:13])[O:8][C:9]([CH3:10])([CH3:12])[CH3:11])[CH2:2]1. (3) Given the reactants [NH:1]1[CH2:5][CH2:4][CH2:3][CH2:2]1.[Li]CCCC.[C:11]([O:15][C:16]([N:18]1[CH2:23][CH2:22][N:21]([C:24]([C:27](OCC)=[O:28])([CH3:26])[CH3:25])[CH2:20][CH2:19]1)=[O:17])([CH3:14])([CH3:13])[CH3:12], predict the reaction product. The product is: [C:11]([O:15][C:16]([N:18]1[CH2:19][CH2:20][N:21]([C:24]([CH3:26])([CH3:25])[C:27](=[O:28])[N:1]2[CH2:5][CH2:4][CH2:3][CH2:2]2)[CH2:22][CH2:23]1)=[O:17])([CH3:14])([CH3:13])[CH3:12].